Dataset: Peptide-MHC class I binding affinity with 185,985 pairs from IEDB/IMGT. Task: Regression. Given a peptide amino acid sequence and an MHC pseudo amino acid sequence, predict their binding affinity value. This is MHC class I binding data. (1) The peptide sequence is LIASDRTDL. The MHC is Mamu-A70103 with pseudo-sequence Mamu-A70103. The binding affinity (normalized) is 0.0918. (2) The peptide sequence is IHYAGWVSL. The MHC is HLA-B58:01 with pseudo-sequence HLA-B58:01. The binding affinity (normalized) is 0.0847.